From a dataset of Full USPTO retrosynthesis dataset with 1.9M reactions from patents (1976-2016). Predict the reactants needed to synthesize the given product. (1) The reactants are: [CH2:1]([O:8][C:9]1[CH:10]=[C:11]([S:15][C:16]2[CH:21]=[CH:20][C:19]([C:22]3[S:26][C:25]([C@@:27]4([CH3:41])[CH2:31][O:30]C(C)(C)[N:28]4C(OC(C)(C)C)=O)=[N:24][N:23]=3)=[CH:18][C:17]=2[C:42]([F:45])([F:44])[F:43])[CH:12]=[CH:13][CH:14]=1)[C:2]1[CH:7]=[CH:6][CH:5]=[CH:4][CH:3]=1.O. Given the product [NH2:28][C@@:27]([C:25]1[S:26][C:22]([C:19]2[CH:20]=[CH:21][C:16]([S:15][C:11]3[CH:12]=[CH:13][CH:14]=[C:9]([O:8][CH2:1][C:2]4[CH:3]=[CH:4][CH:5]=[CH:6][CH:7]=4)[CH:10]=3)=[C:17]([C:42]([F:43])([F:45])[F:44])[CH:18]=2)=[N:23][N:24]=1)([CH3:41])[CH2:31][OH:30], predict the reactants needed to synthesize it. (2) Given the product [O:3]=[C:4]1[N:10]([CH:11]2[CH2:16][CH2:15][N:14]([C:17]([O:19][C@@H:20]([C:51]([OH:50])=[O:2])[CH2:21][C:22]3[CH:27]=[C:26]([CH3:28])[C:25]([O:29][CH2:30][C:31]4[CH:32]=[CH:33][CH:34]=[CH:35][CH:36]=4)=[C:24]([CH2:37][CH3:38])[CH:23]=3)=[O:18])[CH2:13][CH2:12]2)[CH2:9][CH2:8][C:7]2[CH:43]=[CH:44][CH:45]=[CH:46][C:6]=2[NH:5]1, predict the reactants needed to synthesize it. The reactants are: [Li+].[OH-:2].[O:3]=[C:4]1[N:10]([CH:11]2[CH2:16][CH2:15][N:14]([C:17]([O:19][C@@H:20](OC)[C:21](=C=O)[C:22]3[CH:27]=[C:26]([CH3:28])[C:25]([O:29][CH2:30][C:31]4[CH:36]=[CH:35][CH:34]=[CH:33][CH:32]=4)=[C:24]([CH2:37][CH3:38])[CH:23]=3)=[O:18])[CH2:13][CH2:12]2)[CH2:9][CH2:8][C:7]2[CH:43]=[CH:44][CH:45]=[CH:46][C:6]=2[NH:5]1.C1[CH2:51][O:50]CC1.